The task is: Predict the reaction yield, written as a fraction of the theoretical maximum amount of product (1.0 means a 100% yield; for example, 0.34 means a 34% yield).. This data is from Reaction yield outcomes from USPTO patents with 853,638 reactions. (1) The reactants are [NH2:1][C@@H:2]([CH2:6][CH2:7][CH2:8][C:9]([OH:11])=O)[C:3]([OH:5])=[O:4].C(O)(=O)C. The catalyst is O. The product is [O:11]=[C:9]1[NH:1][C@H:2]([C:3]([OH:5])=[O:4])[CH2:6][CH2:7][CH2:8]1. The yield is 0.450. (2) The reactants are C(N(S(F)(F)[F:7])CC)C.[CH2:10]([N:12]1[C:16]([O:17][C:18]2[CH:23]=[CH:22][C:21]([CH2:24]O)=[CH:20][CH:19]=2)=[CH:15][C:14]([C:26]2[CH:27]=[C:28]([C:32]([NH:35][S:36]([CH2:39][C:40]([F:43])([F:42])[F:41])(=[O:38])=[O:37])([CH3:34])[CH3:33])[CH:29]=[CH:30][CH:31]=2)=[N:13]1)[CH3:11].C(=O)([O-])O.[Na+]. The catalyst is ClCCl. The product is [CH2:10]([N:12]1[C:16]([O:17][C:18]2[CH:19]=[CH:20][C:21]([CH2:24][F:7])=[CH:22][CH:23]=2)=[CH:15][C:14]([C:26]2[CH:27]=[C:28]([C:32]([NH:35][S:36]([CH2:39][C:40]([F:41])([F:43])[F:42])(=[O:38])=[O:37])([CH3:34])[CH3:33])[CH:29]=[CH:30][CH:31]=2)=[N:13]1)[CH3:11]. The yield is 0.350. (3) The reactants are [NH2:1][C@@H:2]1[C@H:6]2[O:7][CH2:8][C@H:9]([NH:10][C:11](=[O:25])[C:12]3[CH:17]=[CH:16][CH:15]=[C:14]([O:18][C:19]4[CH:24]=[CH:23][CH:22]=[CH:21][CH:20]=4)[CH:13]=3)[C@H:5]2[O:4][CH2:3]1.[C:26](O)(=[O:28])[CH3:27]. No catalyst specified. The product is [C:26]([NH:1][C@@H:2]1[C@H:6]2[O:7][CH2:8][C@H:9]([NH:10][C:11](=[O:25])[C:12]3[CH:17]=[CH:16][CH:15]=[C:14]([O:18][C:19]4[CH:20]=[CH:21][CH:22]=[CH:23][CH:24]=4)[CH:13]=3)[C@H:5]2[O:4][CH2:3]1)(=[O:28])[CH3:27]. The yield is 0.387. (4) The reactants are [CH2:1]([O:5][C:6]1[N:7]=[CH:8][C:9]([C:12]([OH:14])=O)=[N:10][CH:11]=1)[C:2]#[C:3][CH3:4].[CH3:15][C:16]1[C:17]([NH2:31])=[N:18][C:19]2([C:29]3[C:24](=[CH:25][CH:26]=[C:27]([NH2:30])[CH:28]=3)[O:23][CH2:22][CH2:21]2)[N:20]=1. No catalyst specified. The product is [NH2:31][C:17]1[C:16]([CH3:15])=[N:20][C:19]2([C:29]3[C:24](=[CH:25][CH:26]=[C:27]([NH:30][C:12]([C:9]4[CH:8]=[N:7][C:6]([O:5][CH2:1][C:2]#[C:3][CH3:4])=[CH:11][N:10]=4)=[O:14])[CH:28]=3)[O:23][CH2:22][CH2:21]2)[N:18]=1. The yield is 0.240. (5) The catalyst is C(Cl)Cl.C(N(CC)CC)C.C1(C)C=CC=CC=1. The yield is 0.780. The product is [CH3:1][O:2][C:3]1[CH:4]=[C:5]2[C:10](=[CH:11][C:12]=1[O:13][CH3:14])[N:9]=[CH:8][CH:7]=[C:6]2[O:15][C:16]1[C:22]([CH3:23])=[CH:21][C:19]([NH:20][C:26](=[O:28])[O:44][CH:39]([CH2:38][CH3:37])[CH2:40][CH2:41][CH2:42][CH3:43])=[C:18]([CH3:24])[CH:17]=1. The reactants are [CH3:1][O:2][C:3]1[CH:4]=[C:5]2[C:10](=[CH:11][C:12]=1[O:13][CH3:14])[N:9]=[CH:8][CH:7]=[C:6]2[O:15][C:16]1[C:22]([CH3:23])=[CH:21][C:19]([NH2:20])=[C:18]([CH3:24])[CH:17]=1.Cl[C:26](Cl)([O:28]C(=O)OC(Cl)(Cl)Cl)Cl.[CH3:37][CH2:38][CH:39]([OH:44])[CH2:40][CH2:41][CH2:42][CH3:43].C(=O)(O)[O-].[Na+]. (6) The reactants are [F:1][CH:2]1[CH:11](OC)[NH:10][C:9](=O)[C:8]2[N:7]=[CH:6][C:5]([C:15]#[N:16])=[CH:4][C:3]1=2.P(Cl)(Cl)([Cl:19])=O. The catalyst is C(#N)C. The product is [Cl:19][C:9]1[N:10]=[CH:11][C:2]([F:1])=[C:3]2[C:8]=1[N:7]=[CH:6][C:5]([C:15]#[N:16])=[CH:4]2. The yield is 0.563.